This data is from NCI-60 drug combinations with 297,098 pairs across 59 cell lines. The task is: Regression. Given two drug SMILES strings and cell line genomic features, predict the synergy score measuring deviation from expected non-interaction effect. (1) Drug 2: C1CN1C2=NC(=NC(=N2)N3CC3)N4CC4. Cell line: SNB-75. Synergy scores: CSS=15.2, Synergy_ZIP=-5.99, Synergy_Bliss=-0.109, Synergy_Loewe=-11.0, Synergy_HSA=-0.166. Drug 1: CCN(CC)CCNC(=O)C1=C(NC(=C1C)C=C2C3=C(C=CC(=C3)F)NC2=O)C. (2) Drug 1: C1=C(C(=O)NC(=O)N1)N(CCCl)CCCl. Drug 2: CC1=C(C(=CC=C1)Cl)NC(=O)C2=CN=C(S2)NC3=CC(=NC(=N3)C)N4CCN(CC4)CCO. Cell line: RXF 393. Synergy scores: CSS=32.9, Synergy_ZIP=-6.03, Synergy_Bliss=5.15, Synergy_Loewe=6.86, Synergy_HSA=8.83. (3) Drug 1: CN1C2=C(C=C(C=C2)N(CCCl)CCCl)N=C1CCCC(=O)O.Cl. Drug 2: N.N.Cl[Pt+2]Cl. Cell line: RPMI-8226. Synergy scores: CSS=53.4, Synergy_ZIP=-0.280, Synergy_Bliss=-1.40, Synergy_Loewe=-21.5, Synergy_HSA=-0.140. (4) Drug 1: C1=CC(=CC=C1C#N)C(C2=CC=C(C=C2)C#N)N3C=NC=N3. Drug 2: CCC1(C2=C(COC1=O)C(=O)N3CC4=CC5=C(C=CC(=C5CN(C)C)O)N=C4C3=C2)O.Cl. Cell line: CAKI-1. Synergy scores: CSS=14.7, Synergy_ZIP=-6.37, Synergy_Bliss=1.46, Synergy_Loewe=-18.2, Synergy_HSA=-5.18. (5) Drug 1: C1CC(=O)NC(=O)C1N2C(=O)C3=CC=CC=C3C2=O. Drug 2: CCC1(C2=C(COC1=O)C(=O)N3CC4=CC5=C(C=CC(=C5CN(C)C)O)N=C4C3=C2)O.Cl. Cell line: K-562. Synergy scores: CSS=-25.4, Synergy_ZIP=-5.54, Synergy_Bliss=-33.5, Synergy_Loewe=-71.0, Synergy_HSA=-46.5.